Dataset: HIV replication inhibition screening data with 41,000+ compounds from the AIDS Antiviral Screen. Task: Binary Classification. Given a drug SMILES string, predict its activity (active/inactive) in a high-throughput screening assay against a specified biological target. (1) The molecule is CCC(COC(=O)CCC(NC(=O)C(C)NC(=O)C(C)OC1C(O)C(CO)OC(OCc2ccccc2)C1NC(C)=O)C(N)=O)NC1c2ccccc2Nc2cccc([N+](=O)[O-])c21. The result is 0 (inactive). (2) The compound is Cc1cc(=O)oc2ccc3c(=O)ccoc3c12. The result is 0 (inactive). (3) The compound is N#CC(=CSc1ccccc1)C(=O)O. The result is 0 (inactive). (4) The molecule is COc1ccc(CN2COc3c(cc(C)c4cccnc34)C2)cc1. The result is 0 (inactive). (5) The molecule is C#CC1(O)CCCC2=CC(=O)CC21C. The result is 0 (inactive). (6) The compound is O=C(NCCc1ccccc1)C(=Cc1ccc(Cl)cc1Cl)NC(=O)c1ccccc1. The result is 0 (inactive). (7) The result is 0 (inactive). The molecule is O=c1oc2cc(O)ccc2c(O)c1C(c1ccccn1)c1c(O)c2ccc(O)cc2oc1=O. (8) The compound is C#Cc1ccccc1N1C(=O)C=CC1=O. The result is 0 (inactive). (9) The molecule is COc1cc2c(cc1C)C1=C(C)C(=O)OC1C(O)C2C. The result is 0 (inactive). (10) The compound is c1ccc2c(c1)nnn2CNc1ccc(N2CCOCC2)cc1. The result is 0 (inactive).